Dataset: Full USPTO retrosynthesis dataset with 1.9M reactions from patents (1976-2016). Task: Predict the reactants needed to synthesize the given product. (1) The reactants are: C([O-])([O-])=O.[K+].[K+].[OH:7][C:8]1[CH:15]=[CH:14][C:13]([I:16])=[CH:12][C:9]=1[C:10]#[N:11].Cl[C:18]1[CH:23]=[CH:22][C:21]([C:24]([F:27])([F:26])[F:25])=[CH:20][N:19]=1. Given the product [I:16][C:13]1[CH:14]=[CH:15][C:8]([O:7][C:18]2[CH:23]=[CH:22][C:21]([C:24]([F:27])([F:26])[F:25])=[CH:20][N:19]=2)=[C:9]([CH:12]=1)[C:10]#[N:11], predict the reactants needed to synthesize it. (2) The reactants are: [NH2:1][C:2]1[CH:9]=[C:8]([NH:10][C@H:11]2[C@@H:16]([CH2:17][OH:18])[C@H:15]3[CH2:19][C@@H:12]2[CH2:13][CH2:14]3)[C:5]([C:6]#[N:7])=[CH:4][N:3]=1.CCN(C(C)C)C(C)C.Cl[Si:30]([CH2:35][CH3:36])([CH2:33][CH3:34])[CH2:31][CH3:32]. Given the product [NH2:1][C:2]1[CH:9]=[C:8]([NH:10][C@H:11]2[C@@H:16]([CH2:17][O:18][Si:30]([CH2:35][CH3:36])([CH2:33][CH3:34])[CH2:31][CH3:32])[C@H:15]3[CH2:19][C@@H:12]2[CH2:13][CH2:14]3)[C:5]([C:6]#[N:7])=[CH:4][N:3]=1, predict the reactants needed to synthesize it. (3) Given the product [C:1]([O:5][C@@H:6]([C:12]1[C:13]([CH3:34])=[N:14][C:15]([CH3:33])=[C:16]([C:26]2[CH:27]=[CH:28][C:29]([O:45][CH2:44][CH2:43][C:37]3[CH:38]=[CH:39][C:40]([F:42])=[CH:41][C:36]=3[F:35])=[CH:30][CH:31]=2)[C:17]=1[N:18]1[CH2:19][CH2:20][C:21]([CH3:25])([CH3:24])[CH2:22][CH2:23]1)[C:7]([OH:9])=[O:8])([CH3:4])([CH3:2])[CH3:3], predict the reactants needed to synthesize it. The reactants are: [C:1]([O:5][C@@H:6]([C:12]1[C:13]([CH3:34])=[N:14][C:15]([CH3:33])=[C:16]([C:26]2[CH:31]=[CH:30][C:29](O)=[CH:28][CH:27]=2)[C:17]=1[N:18]1[CH2:23][CH2:22][C:21]([CH3:25])([CH3:24])[CH2:20][CH2:19]1)[C:7]([O:9]CC)=[O:8])([CH3:4])([CH3:3])[CH3:2].[F:35][C:36]1[CH:41]=[C:40]([F:42])[CH:39]=[CH:38][C:37]=1[CH2:43][CH2:44][OH:45].C1C=CC(P(C2C=CC=CC=2)C2C=CC=CC=2)=CC=1.CCOC(/N=N/C(OCC)=O)=O.[OH-].[Na+]. (4) Given the product [ClH:33].[CH3:18][O:19][C:20]1[CH:21]=[CH:22][C:23]([C:26](=[O:32])[CH:27]([NH2:29])[CH3:28])=[CH:24][CH:25]=1, predict the reactants needed to synthesize it. The reactants are: COC1C=CC(C(=O)C(Br)C)=CC=1.[N-]=[N+]=[N-].[Na+].[CH3:18][O:19][C:20]1[CH:25]=[CH:24][C:23]([C:26](=[O:32])[CH:27]([N:29]=[N+]=[N-])[CH3:28])=[CH:22][CH:21]=1.[ClH:33]. (5) Given the product [OH:33][C@@H:17]1[C@H:16]2[C@@H:24]([CH2:25][CH:26]=[C:27]3[C@:15]2([CH3:34])[CH2:14][CH2:13][CH:12]=[CH:28]3)[C@H:23]2[C@@:19]([CH3:32])([C@@H:20]([C:29](=[O:31])[CH3:30])[CH2:21][CH2:22]2)[CH2:18]1, predict the reactants needed to synthesize it. The reactants are: CC1C=CC(S(O[C@@H:12]2[CH2:28][C:27]3[C@@:15]([CH3:34])([C@@H:16]4[C@@H:24]([CH2:25][CH:26]=3)[C@H:23]3[C@@:19]([CH3:32])([C@@H:20]([C:29](=[O:31])[CH3:30])[CH2:21][CH2:22]3)[CH2:18][C@@H:17]4[OH:33])[CH2:14][CH2:13]2)(=O)=O)=CC=1.C(=O)([O-])[O-].[K+].[K+]. (6) Given the product [C:18]([N:1]1[CH2:6][CH2:5][C@H:4]([C:7]([OH:9])=[O:8])[C@H:3]([C:10]([OH:12])=[O:11])[CH2:2]1)([O:17][C:14]([CH3:16])([CH3:15])[CH3:13])=[O:19], predict the reactants needed to synthesize it. The reactants are: [N:1]1[CH:6]=[CH:5][C:4]([C:7]([OH:9])=[O:8])=[C:3]([C:10]([OH:12])=[O:11])[CH:2]=1.[CH3:13][C:14]([O:17][C:18](O[C:18]([O:17][C:14]([CH3:16])([CH3:15])[CH3:13])=[O:19])=[O:19])([CH3:16])[CH3:15].[OH-].[Na+]. (7) Given the product [CH3:36][C:21]1[C:20]([CH2:19][CH2:18][O:17][C:13]2[CH:12]=[C:11]3[C:16](=[CH:15][CH:14]=2)[N:8]([CH2:7][C:6]([OH:37])=[O:5])[CH:9]=[CH:10]3)=[CH:25][CH:24]=[C:23]([C:26]2[CH:27]=[CH:28][C:29]([C:32]([F:34])([F:33])[F:35])=[CH:30][CH:31]=2)[N:22]=1, predict the reactants needed to synthesize it. The reactants are: C([O:5][C:6](=[O:37])[CH2:7][N:8]1[C:16]2[C:11](=[CH:12][C:13]([O:17][CH2:18][CH2:19][C:20]3[C:21]([CH3:36])=[N:22][C:23]([C:26]4[CH:31]=[CH:30][C:29]([C:32]([F:35])([F:34])[F:33])=[CH:28][CH:27]=4)=[CH:24][CH:25]=3)=[CH:14][CH:15]=2)[CH:10]=[CH:9]1)(C)(C)C.[Li+].[OH-].